This data is from Reaction yield outcomes from USPTO patents with 853,638 reactions. The task is: Predict the reaction yield, written as a fraction of the theoretical maximum amount of product (1.0 means a 100% yield; for example, 0.34 means a 34% yield). (1) The reactants are [Cl:1][C:2]1[C:7]([F:8])=[C:6]([CH3:9])[C:5](I)=[CH:4][N:3]=1.[C:11]([Si:13]([CH3:16])([CH3:15])[CH3:14])#[CH:12].C(N(CC)C(C)C)(C)C. The catalyst is O1CCOCC1.Cl[Pd](Cl)([P](C1C=CC=CC=1)(C1C=CC=CC=1)C1C=CC=CC=1)[P](C1C=CC=CC=1)(C1C=CC=CC=1)C1C=CC=CC=1. The product is [Cl:1][C:2]1[C:7]([F:8])=[C:6]([CH3:9])[C:5]([C:12]#[C:11][Si:13]([CH3:16])([CH3:15])[CH3:14])=[CH:4][N:3]=1. The yield is 0.890. (2) The reactants are [CH2:1]([N:8]1[C:16]2[C:11](=[CH:12][CH:13]=[CH:14][CH:15]=2)[C@:10]2([CH2:18][C@H:17]2[C:19]2[CH:27]=[C:26]3[C:22]([CH:23]=[N:24][N:25]3[CH2:28][C:29]3[CH:34]=[CH:33][CH:32]=[CH:31][CH:30]=3)=[CH:21][CH:20]=2)[C:9]1=[O:35])C1C=CC=CC=1.CS([O:40][C@@H:41](C1C=C2C(C=NN2CC2C=CC(OC)=CC=2)=CC=1)COS(C)(=O)=O)(=O)=O.CN1C2C(=CC=CC=2)CC1=O. No catalyst specified. The product is [CH3:41][O:40][C:32]1[CH:31]=[CH:30][C:29]([CH2:28][N:25]2[C:26]3[C:22](=[CH:21][CH:20]=[C:19]([C@H:17]4[C@@:10]5([C:11]6[C:16](=[CH:15][CH:14]=[CH:13][CH:12]=6)[N:8]([CH3:1])[C:9]5=[O:35])[CH2:18]4)[CH:27]=3)[CH:23]=[N:24]2)=[CH:34][CH:33]=1. The yield is 0.800. (3) The reactants are [CH3:1][C:2]1[CH:11]=[C:10]([N:12]2[CH2:16][CH2:15][CH2:14][CH2:13]2)[C:9]2[C:4](=[CH:5][C:6]([C:17]([NH2:19])=[O:18])=[CH:7][CH:8]=2)[N:3]=1.I[C:21]1[CH:28]=[CH:27][C:24]([C:25]#[N:26])=[CH:23][CH:22]=1.CC1(C)C2C(=C(P(C3C=CC=CC=3)C3C=CC=CC=3)C=CC=2)OC2C(P(C3C=CC=CC=3)C3C=CC=CC=3)=CC=CC1=2.C(=O)([O-])[O-].[Cs+].[Cs+]. The catalyst is O1CCOCC1.C([O-])(=O)C.[Pd+2].C([O-])(=O)C. The product is [C:25]([C:24]1[CH:27]=[CH:28][C:21]([NH:19][C:17]([C:6]2[CH:5]=[C:4]3[C:9]([C:10]([N:12]4[CH2:13][CH2:14][CH2:15][CH2:16]4)=[CH:11][C:2]([CH3:1])=[N:3]3)=[CH:8][CH:7]=2)=[O:18])=[CH:22][CH:23]=1)#[N:26]. The yield is 0.260. (4) The reactants are [C:1]([N:4]1[C:12]2[C:7](=[CH:8][CH:9]=[C:10]([N+:13]([O-])=O)[CH:11]=2)[CH2:6][CH2:5]1)(=[O:3])[CH3:2]. The catalyst is CCOC(C)=O.[Pd]. The yield is 0.990. The product is [C:1]([N:4]1[C:12]2[C:7](=[CH:8][CH:9]=[C:10]([NH2:13])[CH:11]=2)[CH2:6][CH2:5]1)(=[O:3])[CH3:2]. (5) The reactants are I[C:2]1[CH:7]=[CH:6][CH:5]=[CH:4][N:3]=1.[CH2:8]([N:15]1[C:19]2[CH:20]=[CH:21][CH:22]=[CH:23][C:18]=2[N:17]=[C:16]1[CH2:24][CH2:25][C:26]#[CH:27])[C:9]1[CH:14]=[CH:13][CH:12]=[CH:11][CH:10]=1. No catalyst specified. The product is [CH2:8]([N:15]1[C:19]2[CH:20]=[CH:21][CH:22]=[CH:23][C:18]=2[N:17]=[C:16]1[CH2:24][CH2:25][C:26]#[C:27][C:2]1[CH:7]=[CH:6][CH:5]=[CH:4][N:3]=1)[C:9]1[CH:10]=[CH:11][CH:12]=[CH:13][CH:14]=1. The yield is 0.230.